This data is from Forward reaction prediction with 1.9M reactions from USPTO patents (1976-2016). The task is: Predict the product of the given reaction. (1) Given the reactants [NH:1]1[CH2:6][CH2:5][S:4](=[O:8])(=[O:7])[CH2:3][CH2:2]1.Cl[C:10]1[N:15]=[C:14]([Cl:16])[N:13]=[C:12]2[N:17]([CH3:20])[N:18]=[CH:19][C:11]=12, predict the reaction product. The product is: [Cl:16][C:14]1[N:13]=[C:12]2[N:17]([CH3:20])[N:18]=[CH:19][C:11]2=[C:10]([N:1]2[CH2:6][CH2:5][S:4](=[O:8])(=[O:7])[CH2:3][CH2:2]2)[N:15]=1. (2) Given the reactants [CH3:1][O:2][C:3]1[CH:4]=[C:5]([C:34]2[CH:39]=[CH:38][CH:37]=[CH:36][CH:35]=2)[CH:6]=[CH:7][C:8]=1[C:9]1[C:18]2[C:13](=[CH:14][C:15]([S:19](OC3C(F)=C(F)C(F)=C(F)C=3F)(=[O:21])=[O:20])=[CH:16][CH:17]=2)[CH:12]=[CH:11][N:10]=1.[O:40]1[CH:44]=[CH:43][C:42]([NH2:45])=[N:41]1.C[Si]([N-][Si](C)(C)C)(C)C.[Li+], predict the reaction product. The product is: [O:40]1[CH:44]=[CH:43][C:42]([NH:45][S:19]([C:15]2[CH:14]=[C:13]3[C:18](=[CH:17][CH:16]=2)[C:9]([C:8]2[CH:7]=[CH:6][C:5]([C:34]4[CH:39]=[CH:38][CH:37]=[CH:36][CH:35]=4)=[CH:4][C:3]=2[O:2][CH3:1])=[N:10][CH:11]=[CH:12]3)(=[O:20])=[O:21])=[N:41]1. (3) Given the reactants [Br:1][C:2]1[C:3](F)=[C:4]2[C:10]([NH:11][C:12](=[O:17])[C@H:13]([O:15][CH3:16])[CH3:14])=[CH:9][NH:8][C:5]2=[N:6][CH:7]=1.[NH:19]1[CH2:23][CH2:22][C@@H:21]([NH:24][C:25](=[O:31])[O:26][C:27]([CH3:30])([CH3:29])[CH3:28])[CH2:20]1.CCN(C(C)C)C(C)C, predict the reaction product. The product is: [Br:1][C:2]1[C:3]([N:19]2[CH2:23][CH2:22][C@@H:21]([NH:24][C:25](=[O:31])[O:26][C:27]([CH3:29])([CH3:28])[CH3:30])[CH2:20]2)=[C:4]2[C:10]([NH:11][C:12](=[O:17])[C@H:13]([O:15][CH3:16])[CH3:14])=[CH:9][NH:8][C:5]2=[N:6][CH:7]=1. (4) Given the reactants [Br:1][CH2:2][C:3]([C:5]1[CH:10]=[CH:9][C:8]([OH:11])=[CH:7][CH:6]=1)=O.[NH2:12][C:13]1[CH:18]=[CH:17][C:16]([O:19][CH3:20])=[CH:15][N:14]=1, predict the reaction product. The product is: [BrH:1].[OH:11][C:8]1[CH:9]=[CH:10][C:5]([C:3]2[N:12]=[C:13]3[CH:18]=[CH:17][C:16]([O:19][CH3:20])=[CH:15][N:14]3[CH:2]=2)=[CH:6][CH:7]=1. (5) The product is: [Br:22][C:19]1[CH:20]=[CH:21][C:16]([CH:4]([NH:5][C:6]2[CH:7]=[CH:8][C:9]([C:12]([CH3:15])([CH3:14])[CH3:13])=[CH:10][CH:11]=2)[CH2:3][OH:2])=[CH:17][CH:18]=1. Given the reactants C[O:2][C:3](=O)[CH:4]([C:16]1[CH:21]=[CH:20][C:19]([Br:22])=[CH:18][CH:17]=1)[NH:5][C:6]1[CH:11]=[CH:10][C:9]([C:12]([CH3:15])([CH3:14])[CH3:13])=[CH:8][CH:7]=1.[BH4-].[Na+].C(O)(=O)C, predict the reaction product. (6) Given the reactants [F:1][C:2]([F:7])([F:6])[C:3]([OH:5])=[O:4].[CH2:8]([S:10]([N:13]1[CH2:18][CH2:17][CH:16]([C:19]2[C:27]3[C:22](=[C:23]([C:39]([NH2:41])=[O:40])[CH:24]=[C:25]([C:28]4[CH:29]=[N:30][N:31]([CH2:33][CH2:34][NH:35][CH2:36][CH2:37]O)[CH:32]=4)[CH:26]=3)[NH:21][CH:20]=2)[CH2:15][CH2:14]1)(=[O:12])=[O:11])[CH3:9].[CH2:42](N)[CH2:43]CC.NCCO, predict the reaction product. The product is: [F:1][C:2]([F:7])([F:6])[C:3]([OH:5])=[O:4].[CH2:36]([NH:35][CH2:34][CH2:33][N:31]1[CH:32]=[C:28]([C:25]2[CH:26]=[C:27]3[C:22](=[C:23]([C:39]([NH2:41])=[O:40])[CH:24]=2)[NH:21][CH:20]=[C:19]3[CH:16]2[CH2:17][CH2:18][N:13]([S:10]([CH2:8][CH3:9])(=[O:12])=[O:11])[CH2:14][CH2:15]2)[CH:29]=[N:30]1)[CH2:37][CH2:42][CH3:43].